The task is: Regression. Given a peptide amino acid sequence and an MHC pseudo amino acid sequence, predict their binding affinity value. This is MHC class II binding data.. This data is from Peptide-MHC class II binding affinity with 134,281 pairs from IEDB. (1) The MHC is DRB1_0701 with pseudo-sequence DRB1_0701. The binding affinity (normalized) is 0.337. The peptide sequence is ASEGAVDIINRWQVV. (2) The peptide sequence is DPDKDVDIMVRDGQL. The binding affinity (normalized) is 0.437. The MHC is HLA-DQA10501-DQB10201 with pseudo-sequence HLA-DQA10501-DQB10201. (3) The peptide sequence is NAGFKAALAAAAGVP. The MHC is DRB1_1602 with pseudo-sequence DRB1_1602. The binding affinity (normalized) is 0.587. (4) The peptide sequence is YEMVFDGKPQHTNVCFWYIP. The MHC is DRB1_0401 with pseudo-sequence DRB1_0401. The binding affinity (normalized) is 0. (5) The peptide sequence is DKKCIEWEKAQHGAC. The MHC is HLA-DPA10103-DPB10401 with pseudo-sequence HLA-DPA10103-DPB10401. The binding affinity (normalized) is 0.151. (6) The peptide sequence is KLKFNSVIVNPSLNG. The MHC is DRB1_0301 with pseudo-sequence DRB1_0301. The binding affinity (normalized) is 0.355. (7) The peptide sequence is MSGRKAQGKTLGVNM. The MHC is DRB1_0301 with pseudo-sequence DRB1_0301. The binding affinity (normalized) is 0.252.